Dataset: Reaction yield outcomes from USPTO patents with 853,638 reactions. Task: Predict the reaction yield, written as a fraction of the theoretical maximum amount of product (1.0 means a 100% yield; for example, 0.34 means a 34% yield). (1) The reactants are Br[C:2]1[CH:3]=[N:4][CH:5]=[CH:6][CH:7]=1.C([Mg]Cl)CC.[Sn:13](Cl)([CH3:16])([CH3:15])[CH3:14].N#N. The catalyst is C1COCC1. The product is [CH3:14][Sn:13]([CH3:16])([CH3:15])[C:2]1[CH:3]=[N:4][CH:5]=[CH:6][CH:7]=1. The yield is 0.660. (2) The reactants are [CH3:1][NH:2][C:3]([C:5]1[NH:6][C:7]2[C:12]([C:13]=1[CH:14]=[CH2:15])=[CH:11][CH:10]=[CH:9][CH:8]=2)=[O:4]. The catalyst is C(OCC)(=O)C.[Pd]. The product is [CH2:14]([C:13]1[C:12]2[C:7](=[CH:8][CH:9]=[CH:10][CH:11]=2)[NH:6][C:5]=1[C:3]([NH:2][CH3:1])=[O:4])[CH3:15]. The yield is 0.900. (3) The reactants are BrC1C=C[C:5](NCC(OC)=O)=[N:6]C=1.[Cl:14][C:15]1[CH:16]=[CH:17][CH:18]=[C:19]2[C:23]=1[N:22]([CH3:24])[CH:21]=[C:20]2[CH:25]=O.CN1C2C(=CC=CC=2)C(C)=C1C=O. No catalyst specified. The product is [Cl:14][C:15]1[CH:16]=[CH:17][CH:18]=[C:19]2[C:23]=1[N:22]([CH3:24])[CH:21]=[C:20]2[CH2:25][NH:6][CH3:5]. The yield is 0.930. (4) The reactants are [C:1]([O:5][C:6]([NH:8][C@H:9]1[CH2:14][CH2:13][CH2:12][N:11]([C:15]2[CH:20]=[CH:19][N:18]=[CH:17][C:16]=2[NH:21][C:22]([C:24]2[C:33]([NH:34][C:35](=[O:44])[O:36][CH2:37][C:38]3[CH:43]=[CH:42][CH:41]=[CH:40][CH:39]=3)=[CH:32][C:31]3[C:26](=[CH:27][C:28]([CH:45]=C)=[CH:29][CH:30]=3)[N:25]=2)=[O:23])[CH2:10]1)=[O:7])([CH3:4])([CH3:3])[CH3:2].C1C[O:50]CC1.I([O-])(=O)(=O)=O.[Na+]. The catalyst is O.[Os](=O)(=O)(=O)=O. The product is [C:1]([O:5][C:6]([NH:8][C@H:9]1[CH2:14][CH2:13][CH2:12][N:11]([C:15]2[CH:20]=[CH:19][N:18]=[CH:17][C:16]=2[NH:21][C:22]([C:24]2[C:33]([NH:34][C:35](=[O:44])[O:36][CH2:37][C:38]3[CH:39]=[CH:40][CH:41]=[CH:42][CH:43]=3)=[CH:32][C:31]3[C:26](=[CH:27][C:28]([CH:45]=[O:50])=[CH:29][CH:30]=3)[N:25]=2)=[O:23])[CH2:10]1)=[O:7])([CH3:4])([CH3:2])[CH3:3]. The yield is 0.610. (5) The reactants are [OH:1][C:2]([C:4]([F:7])([F:6])[F:5])=[O:3].[F:8][C:9]1[C:22]([OH:23])=[CH:21][C:20]2[C@:19]34[CH2:24][CH2:25][NH:26][C@@H:13]([C@@H:14]3[CH2:15][CH2:16][CH2:17][CH2:18]4)[CH2:12][C:11]=2[CH:10]=1.S(Cl)([Cl:30])(=O)=O. The catalyst is C(O)(=O)C. The product is [OH:3][C:2]([C:4]([F:7])([F:6])[F:5])=[O:1].[Cl:30][C:21]1[C:20]2[C@:19]34[CH2:24][CH2:25][NH:26][C@@H:13]([C@@H:14]3[CH2:15][CH2:16][CH2:17][CH2:18]4)[CH2:12][C:11]=2[CH:10]=[C:9]([F:8])[C:22]=1[OH:23]. The yield is 0.590. (6) The reactants are [F:1][C:2]1[C:3]([N:10]2[N:14]=[CH:13][CH:12]=[N:11]2)=[C:4]([CH:7]=[CH:8][CH:9]=1)[C:5]#N.[OH-:15].[Na+].Cl.C[OH:19]. No catalyst specified. The product is [F:1][C:2]1[C:3]([N:10]2[N:14]=[CH:13][CH:12]=[N:11]2)=[C:4]([CH:7]=[CH:8][CH:9]=1)[C:5]([OH:19])=[O:15]. The yield is 0.180. (7) The reactants are C(C1CCCN([C:10]([NH:12][C:13]2[C:14]([CH3:30])=[CH:15][C:16]3[N:17]([CH:27]([CH3:29])[CH3:28])[C:18]4[C:23]([C:24]=3[C:25]=2[CH3:26])=[CH:22][CH:21]=[CH:20][CH:19]=4)=[O:11])C1)(=O)N.C(N(CC)C(C)C)(C)C.[C:40]([N:43]1[CH2:48][CH2:47][CH:46](C(O)=O)[CH2:45][CH2:44]1)(=[O:42])[CH3:41]. The catalyst is CN(C=O)C. The product is [C:40]([N:43]1[CH2:48][CH2:47][CH:46]([C:10]([NH:12][C:13]2[C:14]([CH3:30])=[CH:15][C:16]3[N:17]([CH:27]([CH3:29])[CH3:28])[C:18]4[C:23]([C:24]=3[C:25]=2[CH3:26])=[CH:22][CH:21]=[CH:20][CH:19]=4)=[O:11])[CH2:45][CH2:44]1)(=[O:42])[CH3:41]. The yield is 0.870. (8) The reactants are [CH:1]([C:4]1[CH:11]=[CH:10][C:7]([CH:8]=O)=[CH:6][CH:5]=1)([CH3:3])[CH3:2].[NH2:12][C:13]1[N:14]=[N:15][C:16]([CH3:19])=[CH:17][CH:18]=1.C([O:22][C:23](=O)[C:24]([OH:37])=[CH:25][C:26]([C:28]1[CH:33]=[CH:32][CH:31]=[C:30]([N:34]([CH3:36])[CH3:35])[CH:29]=1)=[O:27])C. No catalyst specified. The product is [CH3:36][N:34]([CH3:35])[C:30]1[CH:29]=[C:28]([CH:33]=[CH:32][CH:31]=1)[C:26]([C:25]1[CH:8]([C:7]2[CH:10]=[CH:11][C:4]([CH:1]([CH3:3])[CH3:2])=[CH:5][CH:6]=2)[N:12]([C:13]2[N:14]=[N:15][C:16]([CH3:19])=[CH:17][CH:18]=2)[C:23](=[O:22])[C:24]=1[OH:37])=[O:27]. The yield is 0.130. (9) The reactants are [CH:1]12[CH2:7][CH:4]([CH:5]=[CH:6]1)[CH2:3][CH:2]2[CH2:8][OH:9].[CH2:10]=[CH2:11]. The catalyst is C1(C)C=CC=CC=1. The product is [CH:1]12[CH2:7][CH:4]([CH:5]=[CH:6]1)[CH2:3][CH:2]2[CH2:8][OH:9].[CH2:10]=[CH2:11]. The yield is 0.568. (10) The product is [CH2:1]([N:3]1[C:7]([C@H:21]2[CH2:25][CH2:24][CH2:23][C@@H:22]2[OH:26])=[CH:6][CH:5]=[N:4]1)[CH3:2]. The yield is 0.160. The reactants are [CH2:1]([N:3]1[CH:7]=[CH:6][CH:5]=[N:4]1)[CH3:2].CN(C)CCN(C)C.C([Li])CCC.[CH:21]12[O:26][CH:22]1[CH2:23][CH2:24][CH2:25]2. The catalyst is C1COCC1.